Dataset: Full USPTO retrosynthesis dataset with 1.9M reactions from patents (1976-2016). Task: Predict the reactants needed to synthesize the given product. (1) Given the product [CH2:1]([N:8]1[CH2:13][CH2:12][C:11]([CH2:32][C:31]2[CH:34]=[CH:35][CH:36]=[CH:37][C:30]=2[F:29])([C:14]([O:16][CH2:17][CH3:18])=[O:15])[CH2:10][CH2:9]1)[C:2]1[CH:3]=[CH:4][CH:5]=[CH:6][CH:7]=1, predict the reactants needed to synthesize it. The reactants are: [CH2:1]([N:8]1[CH2:13][CH2:12][CH:11]([C:14]([O:16][CH2:17][CH3:18])=[O:15])[CH2:10][CH2:9]1)[C:2]1[CH:7]=[CH:6][CH:5]=[CH:4][CH:3]=1.C[Si]([N-][Si](C)(C)C)(C)C.[Li+].[F:29][C:30]1[CH:37]=[CH:36][CH:35]=[CH:34][C:31]=1[CH2:32]Br. (2) Given the product [CH3:3][CH2:2][NH:4][C:5]([CH2:6][CH2:7][CH2:8]/[CH:9]=[CH:45]\[CH2:46][C@@H:47]1[C@@H:40](/[CH:39]=[CH:38]/[C@@H:37]([OH:36])[CH2:50][CH2:51][C:52]2[CH:57]=[CH:56][CH:55]=[CH:54][CH:53]=2)[C@H:41]([OH:49])[CH2:42][C@@H:43]1[OH:44])=[O:29], predict the reactants needed to synthesize it. The reactants are: [Br-].[CH2:2]([NH:4][C:5](=[O:29])[CH2:6][CH2:7][CH2:8][CH2:9][P+](C1C=CC=CC=1)(C1C=CC=CC=1)C1C=CC=CC=1)[CH3:3].CC([O-])(C)C.[K+].[OH:36][C@@H:37]([CH2:50][CH2:51][C:52]1[CH:57]=[CH:56][CH:55]=[CH:54][CH:53]=1)/[CH:38]=[CH:39]/[C@@H:40]1[C@@H:47]2[C@@H:43]([O:44][CH:45](O)[CH2:46]2)[CH2:42][C@H:41]1[OH:49].